This data is from Catalyst prediction with 721,799 reactions and 888 catalyst types from USPTO. The task is: Predict which catalyst facilitates the given reaction. (1) Reactant: Br[CH2:2][C:3]1[C:7]2([CH2:12][CH2:11][CH2:10][CH2:9][CH2:8]2)[NH:6][S:5](=[O:14])(=[O:13])[C:4]=1[C:15]1[CH:20]=[CH:19][C:18]([Cl:21])=[CH:17][CH:16]=1.[CH3:22][NH2:23]. Product: [Cl:21][C:18]1[CH:19]=[CH:20][C:15]([C:4]2[S:5](=[O:14])(=[O:13])[NH:6][C:7]3([CH2:12][CH2:11][CH2:10][CH2:9][CH2:8]3)[C:3]=2[CH2:2][NH:23][CH3:22])=[CH:16][CH:17]=1. The catalyst class is: 8. (2) Reactant: [Br:1][C:2]1[CH:10]=[CH:9][C:5]([C:6]([OH:8])=O)=[CH:4][C:3]=1[F:11].[NH:12]1[CH2:17][CH2:16][O:15][CH2:14][CH2:13]1.C(N1CCOCC1)C.C1C=CC2N(O)N=NC=2C=1.C(Cl)CCl. Product: [Br:1][C:2]1[CH:10]=[CH:9][C:5]([C:6]([N:12]2[CH2:17][CH2:16][O:15][CH2:14][CH2:13]2)=[O:8])=[CH:4][C:3]=1[F:11]. The catalyst class is: 3. (3) Reactant: C([O:8][C:9]1[C:17]2[N:16]=[C:15]([CH3:18])[N:14]([CH3:19])[C:13]=2[CH:12]=[C:11]([C:20]([O:22][CH2:23][CH3:24])=[O:21])[CH:10]=1)C1C=CC=CC=1. Product: [OH:8][C:9]1[C:17]2[N:16]=[C:15]([CH3:18])[N:14]([CH3:19])[C:13]=2[CH:12]=[C:11]([C:20]([O:22][CH2:23][CH3:24])=[O:21])[CH:10]=1. The catalyst class is: 29. (4) Product: [CH2:10]([C:12]1([CH2:17][CH3:18])[CH2:1][O:2][C:3]2=[CH:4][S:5][CH:6]=[C:7]2[O:8][CH2:9]1)[CH3:11]. The catalyst class is: 11. Reactant: [CH3:1][O:2][C:3]1[C:7]([O:8][CH3:9])=[CH:6][S:5][CH:4]=1.[CH2:10]([C:12]([CH2:17][CH3:18])(CO)CO)[CH3:11].C1(C)C(S(O)(=O)=O)=CC=CC=1. (5) Reactant: [C:1]([C:5]1[CH:32]=[CH:31][C:8]([CH2:9][N:10]([CH2:22][CH2:23][C:24]2[CH:29]=[CH:28][C:27]([F:30])=[CH:26][CH:25]=2)[C:11]([C:13]2[CH:14]=[CH:15][CH:16]=[C:17]3[C:21]=2[NH:20][CH:19]=[CH:18]3)=[O:12])=[CH:7][CH:6]=1)([CH3:4])([CH3:3])[CH3:2].[BH4-].[Na+].[OH-].[Na+]. Product: [C:1]([C:5]1[CH:6]=[CH:7][C:8]([CH2:9][N:10]([CH2:22][CH2:23][C:24]2[CH:25]=[CH:26][C:27]([F:30])=[CH:28][CH:29]=2)[C:11]([C:13]2[CH:14]=[CH:15][CH:16]=[C:17]3[C:21]=2[NH:20][CH2:19][CH2:18]3)=[O:12])=[CH:31][CH:32]=1)([CH3:4])([CH3:2])[CH3:3]. The catalyst class is: 15.